Dataset: Peptide-MHC class II binding affinity with 134,281 pairs from IEDB. Task: Regression. Given a peptide amino acid sequence and an MHC pseudo amino acid sequence, predict their binding affinity value. This is MHC class II binding data. (1) The peptide sequence is SDLLTNSVIIMAYVT. The MHC is DRB1_1101 with pseudo-sequence DRB1_1101. The binding affinity (normalized) is 0.287. (2) The peptide sequence is TYDKGILTVSVAVSE. The MHC is HLA-DQA10501-DQB10201 with pseudo-sequence HLA-DQA10501-DQB10201. The binding affinity (normalized) is 0.260.